From a dataset of Reaction yield outcomes from USPTO patents with 853,638 reactions. Predict the reaction yield, written as a fraction of the theoretical maximum amount of product (1.0 means a 100% yield; for example, 0.34 means a 34% yield). (1) The reactants are [CH2:1]([CH:3]1[CH:8]([NH:9][C@@H](C2C=CC=CC=2)C)[CH2:7][CH2:6][N:5]([C:18]([O:20][C:21]([CH3:24])([CH3:23])[CH3:22])=[O:19])[CH2:4]1)[CH3:2].[C:25]([OH:28])(=[O:27])[CH3:26]. The catalyst is [OH-].[OH-].[Pd+2]. The product is [C:25]([OH:28])(=[O:27])[CH3:26].[NH2:9][CH:8]1[CH2:7][CH2:6][N:5]([C:18]([O:20][C:21]([CH3:23])([CH3:22])[CH3:24])=[O:19])[CH2:4][CH:3]1[CH2:1][CH3:2]. The yield is 1.00. (2) The reactants are [CH3:1][O:2][C:3]1[CH:4]=[C:5]2[C:10](=[CH:11][CH:12]=1)[CH:9]=[C:8]([C@H:13]([CH3:17])[C:14]([OH:16])=[O:15])[CH:7]=[CH:6]2.[OH:18][CH2:19][CH2:20][N:21]([CH2:32][CH2:33]O)[S:22]([C:25]1[CH:30]=[CH:29][C:28]([CH3:31])=[CH:27][CH:26]=1)(=[O:24])=[O:23].Cl.CN(C)CCCN=C=NCC. The catalyst is CN(C1C=CN=CC=1)C.C(Cl)Cl.CN(C=O)C. The product is [CH3:1][O:2][C:3]1[CH:4]=[C:5]2[C:10](=[CH:11][CH:12]=1)[CH:9]=[C:8]([C@H:13]([CH3:17])[C:14]([O:16][CH2:33][CH2:32][N:21]([CH2:20][CH2:19][OH:18])[S:22]([C:25]1[CH:30]=[CH:29][C:28]([CH3:31])=[CH:27][CH:26]=1)(=[O:24])=[O:23])=[O:15])[CH:7]=[CH:6]2. The yield is 0.700. (3) The reactants are [CH:1]([Mg]Cl)([CH3:3])[CH3:2].[CH3:6][CH:7]([C@H:9]([NH:16][C:17]([O:19][C:20]([CH3:23])([CH3:22])[CH3:21])=[O:18])[C:10](N(OC)C)=[O:11])[CH3:8]. No catalyst specified. The product is [CH3:8][CH:7]([C@H:9]([NH:16][C:17](=[O:18])[O:19][C:20]([CH3:21])([CH3:22])[CH3:23])[C:10](=[O:11])[CH:1]([CH3:3])[CH3:2])[CH3:6]. The yield is 0.620. (4) The reactants are Cl.[NH2:2][C:3]1[C:11]([OH:12])=[C:10]2[C:6]([CH2:7][CH2:8][CH:9]2[CH2:13][CH2:14][NH:15][C:16](=[O:18])[CH3:17])=[CH:5][CH:4]=1.[CH2:19]([O:26][CH2:27][CH2:28][CH2:29][CH2:30][C:31](Cl)=[O:32])[C:20]1[CH:25]=[CH:24][CH:23]=[CH:22][CH:21]=1. The catalyst is N1C=CC=CC=1. The product is [C:16]([NH:15][CH2:14][CH2:13][CH:9]1[C:10]2[C:6](=[CH:5][CH:4]=[C:3]([NH:2][C:31](=[O:32])[CH2:30][CH2:29][CH2:28][CH2:27][O:26][CH2:19][C:20]3[CH:25]=[CH:24][CH:23]=[CH:22][CH:21]=3)[C:11]=2[OH:12])[CH2:7][CH2:8]1)(=[O:18])[CH3:17]. The yield is 0.410. (5) The reactants are [C:1]([C:5]1[CH:11]=[CH:10][C:9]([N+:12]([O-:14])=[O:13])=[CH:8][C:6]=1N)([CH3:4])([CH3:3])[CH3:2].N([O-])=[O:16].[Na+].NC(N)=O.OS(O)(=O)=O.O. The catalyst is OS(O)(=O)=O.O. The product is [C:1]([C:5]1[CH:11]=[CH:10][C:9]([N+:12]([O-:14])=[O:13])=[CH:8][C:6]=1[OH:16])([CH3:4])([CH3:3])[CH3:2]. The yield is 0.620. (6) The reactants are [Cl:1][C:2]1[CH:10]=[CH:9][C:5]([C:6](O)=[O:7])=[CH:4][C:3]=1[S:11](=[O:14])(=[O:13])[NH2:12].S(Cl)([Cl:17])=O. The catalyst is CCCCCC. The product is [Cl:1][C:2]1[CH:10]=[CH:9][C:5]([C:6]([Cl:17])=[O:7])=[CH:4][C:3]=1[S:11](=[O:14])(=[O:13])[NH2:12]. The yield is 0.970. (7) The reactants are [CH2:1]([N:8]([CH2:22][C:23]1[CH:28]=[CH:27][CH:26]=[CH:25][CH:24]=1)[C@H:9]1[CH2:18][C:17]2[C:16](B(O)O)=[CH:15][CH:14]=[CH:13][C:12]=2[CH2:11][CH2:10]1)[C:2]1[CH:7]=[CH:6][CH:5]=[CH:4][CH:3]=1.Br[C:30]1[CH:35]=[CH:34][N:33]=[N:32][CH:31]=1. No catalyst specified. The product is [CH2:1]([N:8]([CH2:22][C:23]1[CH:28]=[CH:27][CH:26]=[CH:25][CH:24]=1)[C@@H:9]1[CH2:10][CH2:11][C:12]2[C:17](=[C:16]([C:30]3[CH:35]=[CH:34][N:33]=[N:32][CH:31]=3)[CH:15]=[CH:14][CH:13]=2)[CH2:18]1)[C:2]1[CH:7]=[CH:6][CH:5]=[CH:4][CH:3]=1. The yield is 0.450. (8) The reactants are CN([CH2:4][C:5]1[C:6]2[S:16][CH:15]=[CH:14][C:7]=2[NH:8][C:9]=1[C:10]([O:12][CH3:13])=[O:11])C.CI.[BH4-].[Na+].Cl.CC1CCCCC1.C. No catalyst specified. The product is [CH3:4][C:5]1[C:6]2[S:16][CH:15]=[CH:14][C:7]=2[NH:8][C:9]=1[C:10]([O:12][CH3:13])=[O:11]. The yield is 0.430. (9) The reactants are [CH3:1][C:2]1[O:3][C:4]2[CH:10]=[C:9]([N+:11]([O-])=O)[CH:8]=[CH:7][C:5]=2[N:6]=1. The catalyst is CC(O)=O.[Fe]. The product is [CH3:1][C:2]1[O:3][C:4]2[CH:10]=[C:9]([NH2:11])[CH:8]=[CH:7][C:5]=2[N:6]=1. The yield is 0.830. (10) The reactants are [NH2:1][C:2]1[CH:23]=[CH:22][C:5]([C:6]([NH:8][CH2:9][C:10]2[S:11][C:12]([CH2:15][C:16]3[CH:21]=[CH:20][CH:19]=[CH:18][CH:17]=3)=[CH:13][CH:14]=2)=[O:7])=[CH:4][N:3]=1.C1C=C2C(C=C(NCNCCCC(O)=O)C=C2)=CC=1.C=O.[C:45]([O:48][CH2:49]C)(=O)C. The catalyst is CO. The product is [CH2:15]([C:12]1[S:11][C:10]([CH2:9][NH:8][C:6](=[O:7])[C:5]2[CH:22]=[CH:23][C:2]([NH:1][CH2:45][O:48][CH3:49])=[N:3][CH:4]=2)=[CH:14][CH:13]=1)[C:16]1[CH:17]=[CH:18][CH:19]=[CH:20][CH:21]=1. The yield is 0.876.